Dataset: Full USPTO retrosynthesis dataset with 1.9M reactions from patents (1976-2016). Task: Predict the reactants needed to synthesize the given product. Given the product [C:12]([C:14]1[C:19]2[N:20]=[C:21]([C:23]([N:25]([CH2:27][CH3:28])[CH3:26])=[O:24])[O:22][C:18]=2[C:17]([N:9]2[CH2:10][CH2:11][C@H:7]([NH:6][CH3:5])[CH2:8]2)=[C:16]([C:30]2[CH:35]=[CH:34][CH:33]=[CH:32][CH:31]=2)[C:15]=1[CH3:36])#[N:13], predict the reactants needed to synthesize it. The reactants are: CS(C)=O.[CH3:5][NH:6][C@H:7]1[CH2:11][CH2:10][NH:9][CH2:8]1.[C:12]([C:14]1[C:19]2[N:20]=[C:21]([C:23]([N:25]([CH2:27][CH3:28])[CH3:26])=[O:24])[O:22][C:18]=2[C:17](F)=[C:16]([C:30]2[CH:35]=[CH:34][CH:33]=[CH:32][CH:31]=2)[C:15]=1[CH3:36])#[N:13].C(N(CC)CC)C.